Dataset: Catalyst prediction with 721,799 reactions and 888 catalyst types from USPTO. Task: Predict which catalyst facilitates the given reaction. (1) Reactant: C([O:4][CH2:5][C@@H:6]([N:8]1[C:13](=O)[CH:12]2[CH:10]([CH2:11]2)[C:9]1=O)[CH3:7])(=O)C.[H-].[H-].[H-].[H-].[Li+].[Al+3]. Product: [CH:10]12[CH2:11][CH:12]1[CH2:13][N:8]([C@@H:6]([CH3:7])[CH2:5][OH:4])[CH2:9]2. The catalyst class is: 27. (2) Reactant: [OH:1][C:2]1[CH:7]=[C:6]([CH3:8])[CH:5]=[C:4]([F:9])[C:3]=1[C:10]([C:12]1[CH:17]=[CH:16][C:15]([O:18][CH3:19])=[CH:14][CH:13]=1)=[O:11].[C:20](OC(=O)C)(=[O:22])[CH3:21].N1C=CC=CC=1. Product: [C:20]([O:1][C:2]1[CH:7]=[C:6]([CH3:8])[CH:5]=[C:4]([F:9])[C:3]=1[C:10](=[O:11])[C:12]1[CH:17]=[CH:16][C:15]([O:18][CH3:19])=[CH:14][CH:13]=1)(=[O:22])[CH3:21]. The catalyst class is: 172. (3) Product: [Br:14][C:11]1[S:10][CH:9]=[C:8]([C:3]2[CH:4]=[CH:5][CH:6]=[CH:7][C:2]=2[F:1])[N:12]=1. Reactant: [F:1][C:2]1[CH:7]=[CH:6][CH:5]=[CH:4][C:3]=1[C:8](=O)[CH2:9][S:10][C:11]#[N:12].[BrH:14].C(O)(=O)C.O. The catalyst class is: 15. (4) Reactant: [OH:1][C@@H:2]1[CH2:7][CH2:6][C@H:5]([NH:8][C:9](=[O:18])[O:10][CH2:11][C:12]2[CH:17]=[CH:16][CH:15]=[CH:14][CH:13]=2)[C@H:4]([CH2:19][OH:20])[CH2:3]1.C(N(CC)CC)C.[C:28](Cl)([C:41]1[CH:46]=[CH:45][CH:44]=[CH:43][CH:42]=1)([C:35]1[CH:40]=[CH:39][CH:38]=[CH:37][CH:36]=1)[C:29]1[CH:34]=[CH:33][CH:32]=[CH:31][CH:30]=1. Product: [OH:1][C@@H:2]1[CH2:7][CH2:6][C@H:5]([NH:8][C:9](=[O:18])[O:10][CH2:11][C:12]2[CH:17]=[CH:16][CH:15]=[CH:14][CH:13]=2)[C@H:4]([CH2:19][O:20][C:28]([C:29]2[CH:34]=[CH:33][CH:32]=[CH:31][CH:30]=2)([C:41]2[CH:42]=[CH:43][CH:44]=[CH:45][CH:46]=2)[C:35]2[CH:36]=[CH:37][CH:38]=[CH:39][CH:40]=2)[CH2:3]1. The catalyst class is: 64.